From a dataset of Reaction yield outcomes from USPTO patents with 853,638 reactions. Predict the reaction yield, written as a fraction of the theoretical maximum amount of product (1.0 means a 100% yield; for example, 0.34 means a 34% yield). (1) The reactants are C([NH:11][CH2:12][CH2:13][P:14](=O)([OH:16])[OH:15])(OCC1C=CC=CC=1)=O.[C:18]1([OH:24])[CH:23]=[CH:22][CH:21]=[CH:20][CH:19]=1.[CH:34]1(N=C=N[CH:34]2[CH2:39][CH2:38][CH2:37][CH2:36][CH2:35]2)[CH2:39][CH2:38][CH2:37][CH2:36][CH2:35]1. The catalyst is N1C=CC=CC=1.CC#N. The product is [C:18]1([O:24][P:14]([CH2:13][CH2:12][NH2:11])(=[O:15])[O:16][C:34]2[CH:35]=[CH:36][CH:37]=[CH:38][CH:39]=2)[CH:23]=[CH:22][CH:21]=[CH:20][CH:19]=1. The yield is 0.570. (2) The reactants are [CH3:1][O:2][CH2:3][CH:4]1[O:8][C:7]2([CH2:13][CH2:12][CH2:11][CH2:10][CH2:9]2)[O:6][CH:5]1[CH:14]=[N:15][OH:16].[Cl:17]N1C(=O)CCC1=O. The catalyst is CN(C=O)C. The product is [OH:16][N:15]=[C:14]([Cl:17])[C@H:5]1[C@H:4]([CH2:3][O:2][CH3:1])[O:8][C:7]2([CH2:13][CH2:12][CH2:11][CH2:10][CH2:9]2)[O:6]1. The yield is 0.932. (3) The reactants are [N+:1]([C:4]1[S:8][C:7]([C:9]([OH:11])=O)=[CH:6][CH:5]=1)([O-:3])=[O:2].C(Cl)(=O)C(Cl)=O.[CH2:18]([NH2:21])[CH2:19][CH3:20].CCN(CC)CC. The catalyst is CN(C=O)C.C(Cl)Cl. The product is [N+:1]([C:4]1[S:8][C:7]([C:9]([NH:21][CH2:18][CH2:19][CH3:20])=[O:11])=[CH:6][CH:5]=1)([O-:3])=[O:2]. The yield is 0.680. (4) The reactants are [C:1](O)([C:3](F)(F)F)=[O:2].[NH2:8][CH2:9][CH2:10][CH2:11][C@:12]([C@@H:21]1[CH2:26][CH2:25][CH2:24][N:23]([C:27]([O:29][C:30]([CH3:33])([CH3:32])[CH3:31])=[O:28])[CH2:22]1)([C:14]1[CH:19]=[CH:18][CH:17]=[C:16]([Cl:20])[CH:15]=1)[OH:13].C(N(CC)CC)C.C(OC(=O)C)(=O)C. The catalyst is CN(C1C=CN=CC=1)C.C(Cl)Cl. The product is [C:1]([NH:8][CH2:9][CH2:10][CH2:11][C@:12]([C@@H:21]1[CH2:26][CH2:25][CH2:24][N:23]([C:27]([O:29][C:30]([CH3:33])([CH3:32])[CH3:31])=[O:28])[CH2:22]1)([C:14]1[CH:19]=[CH:18][CH:17]=[C:16]([Cl:20])[CH:15]=1)[OH:13])(=[O:2])[CH3:3]. The yield is 0.810. (5) The reactants are [Cl:1][C:2]1[N:10]=[CH:9][N:8]=[C:7]2[C:3]=1[N:4]=[CH:5][N:6]2[C@H:11]1[C@@H:15]2[O:16][C:17]([CH3:20])([CH3:19])[O:18][C@@H:14]2[C@@H:13]([CH2:21][CH2:22][S:23]([O-:26])(=O)=[O:24])[O:12]1.C([N+](CCCC)(CCCC)CCCC)CCC.C(Cl)[Cl:45].CN(C)C=O.S(Cl)(Cl)=O. No catalyst specified. The product is [Cl:1][C:2]1[N:10]=[CH:9][N:8]=[C:7]2[C:3]=1[N:4]=[CH:5][N:6]2[C@H:11]1[C@@H:15]2[O:16][C:17]([CH3:20])([CH3:19])[O:18][C@@H:14]2[C@@H:13]([CH2:21][CH2:22][S:23]([Cl:45])(=[O:26])=[O:24])[O:12]1. The yield is 0.780. (6) The reactants are [NH2:1][C:2]1[C:7]([OH:8])=[CH:6][C:5]([Br:9])=[CH:4][N:3]=1.Cl[CH:11]([C:13]1[CH:18]=[CH:17][CH:16]=[CH:15][N:14]=1)[CH3:12].C(=O)([O-])[O-].[Cs+].[Cs+]. The catalyst is CN(C)C=O. The product is [Br:9][C:5]1[CH:6]=[C:7]([O:8][CH:11]([C:13]2[CH:18]=[CH:17][CH:16]=[CH:15][N:14]=2)[CH3:12])[C:2]([NH2:1])=[N:3][CH:4]=1. The yield is 0.190.